This data is from Reaction yield outcomes from USPTO patents with 853,638 reactions. The task is: Predict the reaction yield, written as a fraction of the theoretical maximum amount of product (1.0 means a 100% yield; for example, 0.34 means a 34% yield). The reactants are [CH3:1][C:2]1[C:3](=[O:29])[C:4]2[C:9]([C:10](=[O:28])[C:11]=1[CH:12]([C:14](=[O:27])[C@@H:15]([CH:24]([CH3:26])[CH3:25])[NH:16]C(OC(C)(C)C)=O)[NH2:13])=[CH:8][CH:7]=[CH:6][CH:5]=2.C(Cl)Cl.C(O)(C(F)(F)F)=O.Cl. The catalyst is CCOCC. The product is [CH3:1][C:2]1[C:3](=[O:29])[C:4]2[C:9]([C:10](=[O:28])[C:11]=1[CH:12]([C:14](=[O:27])[C@@H:15]([CH:24]([CH3:26])[CH3:25])[NH2:16])[NH2:13])=[CH:8][CH:7]=[CH:6][CH:5]=2. The yield is 0.910.